Predict the reactants needed to synthesize the given product. From a dataset of Full USPTO retrosynthesis dataset with 1.9M reactions from patents (1976-2016). (1) Given the product [NH2:22][C:19]1[N:20]=[CH:21][C:16]([C:14]2[N:13]=[C:12]3[C:8]([N:9]=[CH:10][N:11]3[CH2:23][CH:24]3[CH2:28][CH2:27][N:26]([C:45](=[O:38])[CH3:47])[CH2:25]3)=[C:7]([N:4]3[CH2:5][CH2:6][O:1][CH2:2][CH2:3]3)[N:15]=2)=[CH:17][N:18]=1, predict the reactants needed to synthesize it. The reactants are: [O:1]1[CH2:6][CH2:5][N:4]([C:7]2[N:15]=[C:14]([C:16]3[CH:17]=[N:18][C:19]([NH2:22])=[N:20][CH:21]=3)[N:13]=[C:12]3[C:8]=2[N:9]=[CH:10][N:11]3[CH2:23][CH:24]2[CH2:28][CH2:27][NH:26][CH2:25]2)[CH2:3][CH2:2]1.C1C=CC2N([OH:38])N=NC=2C=1.C(N([CH:45]([CH3:47])C)CC)(C)C.Cl.CN(C)CCCN=C=NCC. (2) Given the product [O:1]1[CH2:2][CH:3]=[C:4]([C:7]2[C:8]3[N:9]([N:13]=[C:14]([NH:16][C:18]4[CH:23]=[CH:22][C:21]([N:24]5[CH:28]=[C:27]([CH3:29])[N:26]=[CH:25]5)=[C:20]([O:30][CH3:31])[CH:19]=4)[N:15]=3)[CH:10]=[CH:11][CH:12]=2)[CH2:5][CH2:6]1, predict the reactants needed to synthesize it. The reactants are: [O:1]1[CH2:6][CH:5]=[C:4]([C:7]2[C:8]3[N:9]([N:13]=[C:14]([NH2:16])[N:15]=3)[CH:10]=[CH:11][CH:12]=2)[CH2:3][CH2:2]1.Br[C:18]1[CH:23]=[CH:22][C:21]([N:24]2[CH:28]=[C:27]([CH3:29])[N:26]=[CH:25]2)=[C:20]([O:30][CH3:31])[CH:19]=1.C(Cl)Cl. (3) Given the product [CH3:1][C:2]1[C:10]([CH3:11])=[CH:9][C:5]([C:6]([O:8][CH3:13])=[O:7])=[C:4]([NH2:12])[CH:3]=1, predict the reactants needed to synthesize it. The reactants are: [CH3:1][C:2]1[C:10]([CH3:11])=[CH:9][C:5]([C:6]([OH:8])=[O:7])=[C:4]([NH2:12])[CH:3]=1.[CH3:13][Si](C=[N+]=[N-])(C)C. (4) Given the product [CH3:1][O:2][CH:3]([O:19][CH3:20])[C@@:4]1([CH3:18])[C@H:9]([OH:10])[C@@H:8]([N:28]([C:25]2[CH:26]=[CH:27][C:22]([Cl:21])=[CH:23][CH:24]=2)[CH2:29][C:30]2[NH:31][CH:32]=[CH:33][N:34]=2)[C:7]2[CH:11]=[C:12]([N+:15]([O-:17])=[O:16])[CH:13]=[CH:14][C:6]=2[O:5]1, predict the reactants needed to synthesize it. The reactants are: [CH3:1][O:2][CH:3]([O:19][CH3:20])[C@@:4]1([CH3:18])[C@@H:9]2[O:10][C@@H:8]2[C:7]2[CH:11]=[C:12]([N+:15]([O-:17])=[O:16])[CH:13]=[CH:14][C:6]=2[O:5]1.[Cl:21][C:22]1[CH:27]=[CH:26][C:25]([NH:28][CH2:29][C:30]2[NH:31][CH:32]=[CH:33][N:34]=2)=[CH:24][CH:23]=1. (5) Given the product [F:12][C:6]1[CH:5]=[C:4]([C@H:13]2[CH2:18][C@H:17]([C:19]3[O:23][NH:22][C:21](=[O:24])[CH:20]=3)[CH2:16][CH2:15][NH:14]2)[CH:3]=[C:2]([F:1])[C:7]=1[C:8]([F:9])([F:10])[F:11], predict the reactants needed to synthesize it. The reactants are: [F:1][C:2]1[CH:3]=[C:4]([C@H:13]2[CH2:18][C@H:17]([C:19]3[O:23][NH:22][C:21](=[O:24])[CH:20]=3)[CH2:16][CH2:15][N:14]2C(OC)=O)[CH:5]=[C:6]([F:12])[C:7]=1[C:8]([F:11])([F:10])[F:9].Br. (6) Given the product [C:1]([NH:5][C:6]([N:21]1[CH2:20][CH2:19][CH:18]([CH2:17][CH2:16][CH2:15][CH2:14][C:11]2[CH:10]=[CH:9][N:8]=[CH:13][CH:12]=2)[CH2:23][CH2:22]1)=[O:7])([CH3:4])([CH3:3])[CH3:2], predict the reactants needed to synthesize it. The reactants are: [C:1]([N:5]=[C:6]=[O:7])([CH3:4])([CH3:3])[CH3:2].[NH:8]1[CH2:13][CH2:12][CH:11]([CH2:14][CH2:15][CH2:16][CH2:17][C:18]2[CH:23]=[CH:22][N:21]=[CH:20][CH:19]=2)[CH2:10][CH2:9]1. (7) Given the product [CH3:1][O:2][C:3]([C:5]1[N:6]=[C:7]([NH:10][C:11](=[O:28])[C@@H:12]([NH2:20])[CH2:13][C:14]2[CH:19]=[CH:18][CH:17]=[CH:16][CH:15]=2)[S:8][CH:9]=1)=[O:4], predict the reactants needed to synthesize it. The reactants are: [CH3:1][O:2][C:3]([C:5]1[N:6]=[C:7]([NH:10][C:11](=[O:28])[C@@H:12]([NH:20]C(OC(C)(C)C)=O)[CH2:13][C:14]2[CH:19]=[CH:18][CH:17]=[CH:16][CH:15]=2)[S:8][CH:9]=1)=[O:4].FC(F)(F)C(O)=O. (8) Given the product [Br:1][C:2]1[CH:3]=[CH:4][C:5]([CH2:8][N:51]2[C:47](=[O:57])[C:48]3[C:49](=[CH:53][CH:54]=[CH:55][CH:56]=3)[C:50]2=[O:52])=[N:6][CH:7]=1, predict the reactants needed to synthesize it. The reactants are: [Br:1][C:2]1[CH:3]=[CH:4][C:5]([CH2:8]O)=[N:6][CH:7]=1.N(C(N1CCCCC1)=O)=NC(N1CCCCC1)=O.C1(P(C2C=CC=CC=2)C2C=CC=CC=2)C=CC=CC=1.[C:47]1(=[O:57])[NH:51][C:50](=[O:52])[C:49]2=[CH:53][CH:54]=[CH:55][CH:56]=[C:48]12.